Dataset: Full USPTO retrosynthesis dataset with 1.9M reactions from patents (1976-2016). Task: Predict the reactants needed to synthesize the given product. (1) Given the product [CH2:35]([CH:15]1[CH2:14][CH:13]([C:24]2[CH:29]=[C:28]([F:30])[CH:27]=[C:26]([F:31])[C:25]=2[F:32])[CH:12]([CH3:11])[N:17]([CH2:18][C:19]([F:22])([F:20])[F:21])[C:16]1=[O:23])[CH:34]=[CH2:33], predict the reactants needed to synthesize it. The reactants are: C[Si]([N-][Si](C)(C)C)(C)C.[Li+].[CH3:11][CH:12]1[N:17]([CH2:18][C:19]([F:22])([F:21])[F:20])[C:16](=[O:23])[CH2:15][CH2:14][CH:13]1[C:24]1[CH:29]=[C:28]([F:30])[CH:27]=[C:26]([F:31])[C:25]=1[F:32].[CH2:33](Br)[CH:34]=[CH2:35]. (2) Given the product [CH2:1]([N:8]1[CH2:9][CH2:10][C:11]([C:22]2[CH:23]=[CH:24][C:25]([C:26]3[O:56][CH2:55][C:54]([CH3:58])([CH3:57])[N:53]=3)=[CH:30][CH:31]=2)([C:14]2[CH:19]=[CH:18][CH:17]=[C:16]([O:20][CH3:21])[CH:15]=2)[CH2:12][CH2:13]1)[C:2]1[CH:3]=[CH:4][CH:5]=[CH:6][CH:7]=1, predict the reactants needed to synthesize it. The reactants are: [CH2:1]([N:8]1[CH2:13][CH2:12][C:11]([C:22]2[CH:31]=[CH:30][C:25]([C:26](NC)=O)=[CH:24][CH:23]=2)([C:14]2[CH:19]=[CH:18][CH:17]=[C:16]([O:20][CH3:21])[CH:15]=2)[CH2:10][CH2:9]1)[C:2]1[CH:7]=[CH:6][CH:5]=[CH:4][CH:3]=1.N1C=CC=CC=1.S(OS(C(F)(F)F)(=O)=O)(C(F)(F)F)(=O)=O.[NH2:53][C:54]([CH3:58])([CH3:57])[CH2:55][OH:56]. (3) Given the product [C:14]1([C:13]2([CH3:54])[CH:12]=[CH:11][C:42]([C:33]3[C:34]4[C:39](=[CH:38][CH:37]=[CH:36][CH:35]=4)[CH:40]=[CH:41][N:32]=3)=[CH:45][CH:46]2[CH3:47])[C:23]2[C:18](=[CH:19][CH:20]=[CH:21][CH:22]=2)[CH:17]=[CH:16][N:15]=1, predict the reactants needed to synthesize it. The reactants are: C1([CH2:11][CH2:12][CH2:13][C:14]2[C:23]3[C:18](=[CH:19][CH:20]=[CH:21][CH:22]=3)[CH:17]=[CH:16][N:15]=2)C2C(=CC=CC=2)C=CN=1.C([N:32]1[CH:41]=[CH:40][C:39]2[C:34](=[CH:35][CH:36]=[CH:37][CH:38]=2)[CH:33]1[C:42]#N)(=O)C1C=CC=CC=1.Br[CH2:45][C:46]1C=CC(CBr)=C[CH:47]=1.[CH3:54]CO. (4) Given the product [CH2:13]([N:3]([CH2:1][CH3:2])[C:4](=[O:12])[C:5]1[C:10]([Si:16]([CH3:23])([CH3:15])[C:17]2[CH:22]=[CH:21][CH:20]=[CH:19][CH:18]=2)=[CH:9][CH:8]=[CH:7][C:6]=1[Cl:11])[CH3:14], predict the reactants needed to synthesize it. The reactants are: [CH2:1]([N:3]([CH2:13][CH3:14])[C:4](=[O:12])[C:5]1[CH:10]=[CH:9][CH:8]=[CH:7][C:6]=1[Cl:11])[CH3:2].[CH3:15][Si:16](Cl)([CH3:23])[C:17]1[CH:22]=[CH:21][CH:20]=[CH:19][CH:18]=1. (5) Given the product [C:1]([O:5][C:6]([N:8]1[CH2:13][CH2:12][N:11]([C:14]2[C:23]3[C:18](=[C:19]([F:26])[C:20]([Br:25])=[C:21]([Cl:24])[CH:22]=3)[N:17]=[CH:16][C:15]=2[C:27](=[O:28])[NH2:36])[CH2:10][CH2:9]1)=[O:7])([CH3:4])([CH3:2])[CH3:3], predict the reactants needed to synthesize it. The reactants are: [C:1]([O:5][C:6]([N:8]1[CH2:13][CH2:12][N:11]([C:14]2[C:23]3[C:18](=[C:19]([F:26])[C:20]([Br:25])=[C:21]([Cl:24])[CH:22]=3)[N:17]=[CH:16][C:15]=2[C:27](O)=[O:28])[CH2:10][CH2:9]1)=[O:7])([CH3:4])([CH3:3])[CH3:2].C1C=CC2N(O)N=[N:36]C=2C=1.[NH4+].[Cl-].CCN(C(C)C)C(C)C.F[P-](F)(F)(F)(F)F.N1(O[P+](N(C)C)(N(C)C)N(C)C)C2C=CC=CC=2N=N1. (6) Given the product [Cl:46][C:35]1[N:36]=[C:37]([N:40]2[CH2:41][CH2:42][O:43][CH2:44][CH2:45]2)[C:38]2[S:39][C:31]([CH2:30][N:15]3[CH:8]4[CH2:14][CH2:13][CH:12]3[CH2:11][N:10]([C:16](=[O:21])[C:17]([F:18])([F:19])[F:20])[CH2:9]4)=[CH:32][C:33]=2[N:34]=1, predict the reactants needed to synthesize it. The reactants are: FC(F)(F)C(O)=O.[CH:8]12[NH:15][CH:12]([CH2:13][CH2:14]1)[CH2:11][N:10]([C:16](=[O:21])[C:17]([F:20])([F:19])[F:18])[CH2:9]2.C(N(CC)CC)C.Br[CH2:30][C:31]1[S:39][C:38]2[C:37]([N:40]3[CH2:45][CH2:44][O:43][CH2:42][CH2:41]3)=[N:36][C:35]([Cl:46])=[N:34][C:33]=2[CH:32]=1.